Dataset: Forward reaction prediction with 1.9M reactions from USPTO patents (1976-2016). Task: Predict the product of the given reaction. (1) Given the reactants [F:1][C:2]([F:27])([F:26])[C:3]1[CH:4]=[C:5]([NH:9][C:10](=[O:25])[CH2:11][C:12]([NH:14][C:15]2[CH:20]=[CH:19][CH:18]=[C:17]([C:21]([F:24])([F:23])[F:22])[CH:16]=2)=[O:13])[CH:6]=[CH:7][CH:8]=1.[Cl:28][C:29]1[CH:36]=[CH:35][CH:34]=[C:33]([Cl:37])[C:30]=1[CH:31]=O, predict the reaction product. The product is: [F:1][C:2]([F:26])([F:27])[C:3]1[CH:4]=[C:5]([NH:9][C:10](=[O:25])[C:11](=[CH:31][C:30]2[C:29]([Cl:28])=[CH:36][CH:35]=[CH:34][C:33]=2[Cl:37])[C:12]([NH:14][C:15]2[CH:20]=[CH:19][CH:18]=[C:17]([C:21]([F:24])([F:23])[F:22])[CH:16]=2)=[O:13])[CH:6]=[CH:7][CH:8]=1. (2) Given the reactants [F:1][C:2]1[CH:7]=[CH:6][C:5]([CH2:8][C:9]#[N:10])=[CH:4][CH:3]=1.Br[CH2:12][CH2:13]Cl, predict the reaction product. The product is: [F:1][C:2]1[CH:7]=[CH:6][C:5]([C:8]2([C:9]#[N:10])[CH2:13][CH2:12]2)=[CH:4][CH:3]=1. (3) The product is: [Si:39]([O:38][C@H:35]1[C:36](=[CH2:37])[C@H:31]([OH:30])[CH2:32]/[C:33](=[CH:17]\[C:18]([O:20][CH2:21][CH3:22])=[O:19])/[CH2:34]1)([C:52]([CH3:55])([CH3:54])[CH3:53])([C:46]1[CH:51]=[CH:50][CH:49]=[CH:48][CH:47]=1)[C:40]1[CH:41]=[CH:42][CH:43]=[CH:44][CH:45]=1. Given the reactants C(NC(C)C)(C)C.C([Li])CCC.C[Si]([CH2:17][C:18]([O:20][CH2:21][CH3:22])=[O:19])(C)C.[Si]([O:30][C@H:31]1[C:36](=[CH2:37])[C@H:35]([O:38][Si:39]([C:52]([CH3:55])([CH3:54])[CH3:53])([C:46]2[CH:51]=[CH:50][CH:49]=[CH:48][CH:47]=2)[C:40]2[CH:45]=[CH:44][CH:43]=[CH:42][CH:41]=2)[CH2:34][C:33](=O)[CH2:32]1)(C(C)(C)C)(C)C, predict the reaction product. (4) Given the reactants N(C(OCC)=O)=NC(OCC)=O.[OH:13][C:14]1[CH:23]=[C:22]2[C:17]([C:18]([O:24][C:25]3[CH:26]=[C:27]4[C:31](=[CH:32][CH:33]=3)[NH:30][C:29]([CH3:34])=[CH:28]4)=[N:19][CH:20]=[N:21]2)=[CH:16][C:15]=1[O:35][CH3:36].[CH2:37]([S:39]([CH2:42][CH2:43][CH2:44]O)(=[O:41])=[O:40])[CH3:38].C1(P(C2C=CC=CC=2)C2C=CC=CC=2)C=CC=CC=1, predict the reaction product. The product is: [CH2:37]([S:39]([CH2:42][CH2:43][CH2:44][O:13][C:14]1[CH:23]=[C:22]2[C:17]([C:18]([O:24][C:25]3[CH:26]=[C:27]4[C:31](=[CH:32][CH:33]=3)[NH:30][C:29]([CH3:34])=[CH:28]4)=[N:19][CH:20]=[N:21]2)=[CH:16][C:15]=1[O:35][CH3:36])(=[O:41])=[O:40])[CH3:38].